From a dataset of Full USPTO retrosynthesis dataset with 1.9M reactions from patents (1976-2016). Predict the reactants needed to synthesize the given product. (1) Given the product [Cl:21][C:22]1[N:27]=[CH:26][C:25]2[N:28]([C:31]3[S:35][C:34]([C:36]([O:38][CH3:39])=[O:37])=[C:33]([O:40][CH2:48][C:49]4[CH:54]=[CH:53][CH:52]=[CH:51][C:50]=4[C:55]([F:56])([F:57])[F:58])[CH:32]=3)[CH:29]=[N:30][C:24]=2[CH:23]=1, predict the reactants needed to synthesize it. The reactants are: ClC1N=CC2N=CN(C3SC(C(OC)=O)=C(O)C=3)C=2C=1.[Cl:21][C:22]1[N:27]=[CH:26][C:25]2[N:28]([C:31]3[S:35][C:34]([C:36]([O:38][CH3:39])=[O:37])=[C:33]([OH:40])[CH:32]=3)[CH:29]=[N:30][C:24]=2[CH:23]=1.C([O-])([O-])=O.[K+].[K+].Br[CH2:48][C:49]1[CH:54]=[CH:53][CH:52]=[CH:51][C:50]=1[C:55]([F:58])([F:57])[F:56].[Cl-].[K+]. (2) Given the product [Cl:12][C:4]1[N:3]=[C:2]2[N:1]=[C:20]([CH3:21])[NH:8][C:7]2=[C:6]([CH3:11])[CH:5]=1, predict the reactants needed to synthesize it. The reactants are: [NH2:1][C:2]1[C:7]([N+:8]([O-])=O)=[C:6]([CH3:11])[CH:5]=[C:4]([Cl:12])[N:3]=1.O.O.[Sn](Cl)Cl.[OH-].[Na+].[C:20](O)(=O)[CH3:21].C(=O)([O-])[O-].[Na+].[Na+].N. (3) Given the product [OH:7][C:1]([C:3]([F:6])([F:5])[F:4])=[O:2].[CH:46]1([N:43]2[CH2:44][CH2:45][C:25]3[N:24]([S:21]([C:19]4[N:18]=[CH:17][N:16]([CH3:15])[CH:20]=4)(=[O:22])=[O:23])[C:32]4[CH:31]=[CH:30][C:29]([C:33]([N:35]5[CH2:40][CH2:39][CH:38]([CH3:41])[CH2:37][CH2:36]5)=[O:34])=[CH:28][C:27]=4[C:26]=3[CH2:42]2)[CH2:49][CH2:48][CH2:47]1, predict the reactants needed to synthesize it. The reactants are: [C:1]([OH:7])([C:3]([F:6])([F:5])[F:4])=[O:2].OC(C(F)(F)F)=O.[CH3:15][N:16]1[CH:20]=[C:19]([S:21]([N:24]2[C:32]3[CH:31]=[CH:30][C:29]([C:33]([N:35]4[CH2:40][CH2:39][CH:38]([CH3:41])[CH2:37][CH2:36]4)=[O:34])=[CH:28][C:27]=3[C:26]3[CH2:42][NH:43][CH2:44][CH2:45][C:25]2=3)(=[O:23])=[O:22])[N:18]=[CH:17]1.[C:46]1(=O)[CH2:49][CH2:48][CH2:47]1. (4) Given the product [C:14]([O:18][C:19](=[O:20])[NH:21][C@H:22]([C:23](=[O:24])[NH:9][C:4]1[CH:5]=[CH:6][C:7]([F:8])=[C:2]([Br:1])[C:3]=1[NH:10][CH:11]1[CH2:13][CH2:12]1)[CH3:26])([CH3:15])([CH3:16])[CH3:17], predict the reactants needed to synthesize it. The reactants are: [Br:1][C:2]1[C:7]([F:8])=[CH:6][CH:5]=[C:4]([NH2:9])[C:3]=1[NH:10][CH:11]1[CH2:13][CH2:12]1.[C:14]([O:18][C:19]([NH:21][C@@H:22]([CH3:26])[C:23](O)=[O:24])=[O:20])([CH3:17])([CH3:16])[CH3:15].C1C=NC2N(O)N=NC=2C=1.CCN=C=NCCCN(C)C.Cl. (5) Given the product [Cl:1][C:2]1[CH:3]=[C:4]2[C:10]([C:34]3[N:39]=[C:38]([NH:40][C@H:41]4[CH2:46][CH2:45][CH2:44][C@@H:43]([O:47][CH3:48])[C@@H:42]4[OH:49])[C:37]([F:50])=[CH:36][N:35]=3)=[CH:9][N:8]([S:20]([C:23]3[CH:24]=[CH:25][C:26]([CH3:29])=[CH:27][CH:28]=3)(=[O:21])=[O:22])[C:5]2=[N:6][CH:7]=1, predict the reactants needed to synthesize it. The reactants are: [Cl:1][C:2]1[CH:3]=[C:4]2[C:10](B3OC(C)(C)C(C)(C)O3)=[CH:9][N:8]([S:20]([C:23]3[CH:28]=[CH:27][C:26]([CH3:29])=[CH:25][CH:24]=3)(=[O:22])=[O:21])[C:5]2=[N:6][CH:7]=1.C(#N)C.Cl[C:34]1[N:39]=[C:38]([NH:40][C@H:41]2[CH2:46][CH2:45][CH2:44][C@@H:43]([O:47][CH3:48])[C@@H:42]2[OH:49])[C:37]([F:50])=[CH:36][N:35]=1.C(=O)([O-])[O-].[Na+].[Na+]. (6) The reactants are: [OH-].[Na+].[O:3]1[C:7]2[CH:8]=[CH:9][CH:10]=[CH:11][C:6]=2[C:5]([CH2:12][C:13]([N:15]2[CH2:20][CH2:19][CH:18]([C:21]([O:23]CC)=[O:22])[CH2:17][CH2:16]2)=[O:14])=[CH:4]1. Given the product [O:3]1[C:7]2[CH:8]=[CH:9][CH:10]=[CH:11][C:6]=2[C:5]([CH2:12][C:13]([N:15]2[CH2:20][CH2:19][CH:18]([C:21]([OH:23])=[O:22])[CH2:17][CH2:16]2)=[O:14])=[CH:4]1, predict the reactants needed to synthesize it. (7) Given the product [CH:22]1([N:10]2[C:9]3[N:8]=[C:7]([N:3]4[CH:4]=[CH:5][N:6]=[C:2]4[N:29]4[CH2:30][CH2:31][O:27][C:28]4=[O:32])[N:16]=[CH:15][C:14]=3[N:13]3[CH:17]=[N:18][N:19]=[C:12]3[C@H:11]2[CH2:20][CH3:21])[CH2:26][CH2:25][CH2:24][CH2:23]1, predict the reactants needed to synthesize it. The reactants are: Br[C:2]1[N:3]([C:7]2[N:16]=[CH:15][C:14]3[N:13]4[CH:17]=[N:18][N:19]=[C:12]4[C@@H:11]([CH2:20][CH3:21])[N:10]([CH:22]4[CH2:26][CH2:25][CH2:24][CH2:23]4)[C:9]=3[N:8]=2)[CH:4]=[CH:5][N:6]=1.[O:27]1[CH2:31][CH2:30][NH:29][C:28]1=[O:32].CN[C@@H]1CCCC[C@H]1NC.C([O-])([O-])=O.[K+].[K+].